This data is from Forward reaction prediction with 1.9M reactions from USPTO patents (1976-2016). The task is: Predict the product of the given reaction. (1) The product is: [F:14][C:8]1[CH:7]=[CH:6][C:5]([S:2]([NH2:1])(=[O:4])=[O:3])=[CH:13][C:9]=1[CH2:10][OH:11]. Given the reactants [NH2:1][S:2]([C:5]1[CH:6]=[CH:7][C:8]([F:14])=[C:9]([CH:13]=1)[C:10](O)=[O:11])(=[O:4])=[O:3].CSC.B, predict the reaction product. (2) The product is: [C:41]([N:44]1[CH2:49][CH2:48][N:47]([C:37]([C@H:7]2[N:8]([C:9]([C:11]3[S:15][C:14]4=[N:16][C@:17]([C:27]5[CH:32]=[CH:31][C:30]([Cl:33])=[CH:29][CH:28]=5)([CH3:26])[C@@H:18]([C:19]5[CH:20]=[CH:21][C:22]([Cl:25])=[CH:23][CH:24]=5)[N:13]4[C:12]=3[CH:34]([CH3:35])[CH3:36])=[O:10])[C@H:4]([C:2]([NH2:1])=[O:3])[CH2:5][CH2:6]2)=[O:38])[CH2:46][C@H:45]1[CH3:50])(=[O:43])[CH3:42]. Given the reactants [NH2:1][C:2]([C@H:4]1[N:8]([C:9]([C:11]2[S:15][C:14]3=[N:16][C@:17]([C:27]4[CH:32]=[CH:31][C:30]([Cl:33])=[CH:29][CH:28]=4)([CH3:26])[C@@H:18]([C:19]4[CH:24]=[CH:23][C:22]([Cl:25])=[CH:21][CH:20]=4)[N:13]3[C:12]=2[CH:34]([CH3:36])[CH3:35])=[O:10])[C@H:7]([C:37](O)=[O:38])[CH2:6][CH2:5]1)=[O:3].Cl.[C:41]([N:44]1[CH2:49][CH2:48][NH:47][CH2:46][C@H:45]1[CH3:50])(=[O:43])[CH3:42], predict the reaction product. (3) Given the reactants CS(C1C=CC2N(C3CCNCC3)C=NC=2C=1)(=O)=O.[NH2:20][CH:21]1[CH2:26][CH2:25][N:24]([CH2:27][C:28]2[CH:33]=[CH:32][CH:31]=[CH:30][CH:29]=2)[CH2:23][CH2:22]1.F[C:35]1[CH:40]=[CH:39][C:38]([S:41]([CH3:44])(=[O:43])=[O:42])=[CH:37][C:36]=1[N+:45]([O-:47])=[O:46].C(=O)([O-])[O-].[Na+].[Na+], predict the reaction product. The product is: [CH2:27]([N:24]1[CH2:25][CH2:26][CH:21]([NH:20][C:35]2[CH:40]=[CH:39][C:38]([S:41]([CH3:44])(=[O:43])=[O:42])=[CH:37][C:36]=2[N+:45]([O-:47])=[O:46])[CH2:22][CH2:23]1)[C:28]1[CH:33]=[CH:32][CH:31]=[CH:30][CH:29]=1. (4) The product is: [Cl:1][C:2]1[CH:9]=[CH:8][CH:7]=[C:6]([N:10]2[CH2:14][CH2:13][CH2:12][CH2:11]2)[C:3]=1[CH2:4][N:18]1[CH2:17][CH2:16][N:15]([C:21]([O:23][C:24]([CH3:27])([CH3:26])[CH3:25])=[O:22])[CH2:20][CH2:19]1. Given the reactants [Cl:1][C:2]1[CH:9]=[CH:8][CH:7]=[C:6]([N:10]2[CH2:14][CH2:13][CH2:12][CH2:11]2)[C:3]=1[CH:4]=O.[N:15]1([C:21]([O:23][C:24]([CH3:27])([CH3:26])[CH3:25])=[O:22])[CH2:20][CH2:19][NH:18][CH2:17][CH2:16]1.C(O[BH-](OC(=O)C)OC(=O)C)(=O)C.[Na+], predict the reaction product. (5) Given the reactants [CH3:1][C:2]([CH3:36])([CH3:35])[C:3](=[O:34])[CH2:4][O:5][C:6]1[CH:11]=[CH:10][C:9]([C:12]([C:17]2[S:21][C:20]3[CH:22]=[C:23]([C:26]([NH:28][CH2:29][C:30]([OH:32])=[O:31])=[O:27])[CH:24]=[CH:25][C:19]=3[CH:18]=2)([CH2:15][CH3:16])[CH2:13][CH3:14])=[CH:8][C:7]=1[CH3:33].[BH4-].[Na+], predict the reaction product. The product is: [CH2:13]([C:12]([C:17]1[S:21][C:20]2[CH:22]=[C:23]([C:26]([NH:28][CH2:29][C:30]([OH:32])=[O:31])=[O:27])[CH:24]=[CH:25][C:19]=2[CH:18]=1)([C:9]1[CH:10]=[CH:11][C:6]([O:5][CH2:4][CH:3]([OH:34])[C:2]([CH3:35])([CH3:36])[CH3:1])=[C:7]([CH3:33])[CH:8]=1)[CH2:15][CH3:16])[CH3:14]. (6) Given the reactants COC1C=CC(P2(SP(C3C=CC(OC)=CC=3)(=S)S2)=[S:10])=CC=1.[F:23][C:24]([F:38])([F:37])[C:25]1[CH:30]=[CH:29][N:28]2[C:31]([C:34]([NH2:36])=O)=[CH:32][N:33]=[C:27]2[N:26]=1, predict the reaction product. The product is: [F:23][C:24]([F:38])([F:37])[C:25]1[CH:30]=[CH:29][N:28]2[C:31]([C:34](=[S:10])[NH2:36])=[CH:32][N:33]=[C:27]2[N:26]=1. (7) Given the reactants [Cl:1][C:2]1[CH:7]=[CH:6][C:5]([N:8]=[C:9]=[O:10])=[CH:4][CH:3]=1.C(=O)([O-])[O-].[Na+].[Na+].CS(C)=O.[NH2:21][C:22]1([C:28](OC)=[O:29])[CH2:27][CH2:26][CH2:25][CH2:24][CH2:23]1, predict the reaction product. The product is: [Cl:1][C:2]1[CH:7]=[CH:6][C:5]([N:8]2[C:28](=[O:29])[C:22]3([CH2:27][CH2:26][CH2:25][CH2:24][CH2:23]3)[NH:21][C:9]2=[O:10])=[CH:4][CH:3]=1. (8) The product is: [OH:1][CH2:2][C:3]1[NH:4][C:5]2[C:10]([CH:11]=1)=[CH:9][C:8]([C:12]1[NH:19][C:17](=[O:18])[C:16]3[C:15](=[CH:23][C:22]([O:24][CH3:25])=[CH:21][C:20]=3[O:26][CH3:27])[N:14]=1)=[CH:7][CH:6]=2. Given the reactants [OH:1][CH2:2][C:3]1[NH:4][C:5]2[C:10]([CH:11]=1)=[CH:9][C:8]([CH:12]=O)=[CH:7][CH:6]=2.[NH2:14][C:15]1[CH:23]=[C:22]([O:24][CH3:25])[CH:21]=[C:20]([O:26][CH3:27])[C:16]=1[C:17]([NH2:19])=[O:18].S([O-])(O)=O.[Na+].C1(C)C=CC(S(O)(=O)=O)=CC=1, predict the reaction product.